This data is from Rat liver microsome stability data. The task is: Regression/Classification. Given a drug SMILES string, predict its absorption, distribution, metabolism, or excretion properties. Task type varies by dataset: regression for continuous measurements (e.g., permeability, clearance, half-life) or binary classification for categorical outcomes (e.g., BBB penetration, CYP inhibition). Dataset: rlm. (1) The drug is CC(=O)N1CC2CC(C1)CN(C(=O)CN1CCC[C@H](NS(=O)(=O)c3ccc4cc(Cl)ccc4c3)C1=O)C2. The result is 1 (stable in rat liver microsomes). (2) The molecule is COc1c(O)ccc2c1CN1CCc3cc4c(cc3[C@@H]1C2)OCO4. The result is 1 (stable in rat liver microsomes). (3) The drug is O=C(NCc1ccc(Cl)cc1Cl)N1CCC(Oc2ccccc2)CC1. The result is 1 (stable in rat liver microsomes). (4) The molecule is O=C1CCCC2=C1C(c1n[nH]cc1Br)NC(Nc1nc3ccccc3o1)=N2. The result is 1 (stable in rat liver microsomes). (5) The compound is CCC(CC)O[C@@H]1C=C(C(=O)O)C[C@H](Nc2ncccc2N)[C@H]1NC(C)=O. The result is 0 (unstable in rat liver microsomes). (6) The compound is Cc1cnc(-c2ccccc2C2CC2)nc1NCc1ccc(-c2cccnc2)cc1. The result is 1 (stable in rat liver microsomes).